Dataset: Catalyst prediction with 721,799 reactions and 888 catalyst types from USPTO. Task: Predict which catalyst facilitates the given reaction. (1) Reactant: [CH:1]1([CH2:4][O:5][C:6]2[C:7]([OH:24])=[C:8]([C:14]3[CH:22]=[CH:21][CH:20]=[C:19]4[C:15]=3[CH2:16][CH2:17][C:18]4=[O:23])[CH:9]=[CH:10][C:11]=2[O:12][CH3:13])[CH2:3][CH2:2]1.C(=O)([O-])[O-].[K+].[K+].Br[CH2:32][C:33]1[CH:38]=[CH:37][C:36]([S:39]([CH3:42])(=[O:41])=[O:40])=[CH:35][CH:34]=1. Product: [CH:1]1([CH2:4][O:5][C:6]2[C:7]([O:24][CH2:32][C:33]3[CH:34]=[CH:35][C:36]([S:39]([CH3:42])(=[O:41])=[O:40])=[CH:37][CH:38]=3)=[C:8]([C:14]3[CH:22]=[CH:21][CH:20]=[C:19]4[C:15]=3[CH2:16][CH2:17][C:18]4=[O:23])[CH:9]=[CH:10][C:11]=2[O:12][CH3:13])[CH2:3][CH2:2]1. The catalyst class is: 10. (2) Reactant: [NH2:1][C:2]1[N:6]([C:7]2[CH:12]=[CH:11][CH:10]=[CH:9][CH:8]=2)[N:5]=[C:4]([C:13]([CH3:20])([CH3:19])[C:14](OCC)=[O:15])[CH:3]=1.[H-].[H-].[H-].[H-].[Li+].[Al+3]. Product: [NH2:1][C:2]1[N:6]([C:7]2[CH:12]=[CH:11][CH:10]=[CH:9][CH:8]=2)[N:5]=[C:4]([C:13]([CH3:20])([CH3:19])[CH2:14][OH:15])[CH:3]=1. The catalyst class is: 1.